This data is from Catalyst prediction with 721,799 reactions and 888 catalyst types from USPTO. The task is: Predict which catalyst facilitates the given reaction. (1) Reactant: [C:1]([O:5][C:6]([N:8]1[CH2:13][CH2:12][C:11](=[O:14])[CH2:10][CH2:9]1)=[O:7])([CH3:4])([CH3:3])[CH3:2].C(NC(C)C)(C)C.[Li]CCCC.N1CCCCC1=O.C1C=CC(N([S:41]([C:44]([F:47])([F:46])[F:45])(=[O:43])=[O:42])[S:41]([C:44]([F:47])([F:46])[F:45])(=[O:43])=[O:42])=CC=1. Product: [C:1]([O:5][C:6]([N:8]1[CH2:9][CH:10]=[C:11]([O:14][S:41]([C:44]([F:47])([F:46])[F:45])(=[O:43])=[O:42])[CH2:12][CH2:13]1)=[O:7])([CH3:4])([CH3:2])[CH3:3]. The catalyst class is: 20. (2) Reactant: C(OC(=O)[NH:7][C:8]1[CH:13]=[CH:12][C:11]([C:14]2[C:22]3[C:17](=[N:18][C:19]([S:23]([CH3:26])(=[O:25])=[O:24])=[N:20][CH:21]=3)[N:16]([CH3:27])[N:15]=2)=[CH:10][CH:9]=1)(C)(C)C. Product: [CH3:26][S:23]([C:19]1[N:18]=[C:17]2[N:16]([CH3:27])[N:15]=[C:14]([C:11]3[CH:12]=[CH:13][C:8]([NH2:7])=[CH:9][CH:10]=3)[C:22]2=[CH:21][N:20]=1)(=[O:25])=[O:24]. The catalyst class is: 67. (3) Reactant: [Cl:1][C:2]1[CH:10]=[CH:9][C:5]([C:6](Cl)=[O:7])=[CH:4][N:3]=1.Cl.[CH3:12][NH:13][O:14][CH3:15].C(N(CC)CC)C. Product: [CH3:15][O:14][N:13]([CH3:12])[C:6](=[O:7])[C:5]1[CH:9]=[CH:10][C:2]([Cl:1])=[N:3][CH:4]=1. The catalyst class is: 4. (4) Reactant: [C:1]([O:5][C:6](=[O:16])[NH:7][C@@H:8]([C:10](=[O:15])N(OC)C)[CH3:9])([CH3:4])([CH3:3])[CH3:2].[CH3:17][Mg]Br. Product: [C:1]([O:5][C:6](=[O:16])[NH:7][C@H:8]([CH3:9])[C:10](=[O:15])[CH3:17])([CH3:2])([CH3:3])[CH3:4]. The catalyst class is: 1. (5) Reactant: [CH2:1]([O:3][C:4](=[O:10])[CH2:5][N:6]([C:8]#[N:9])[CH3:7])[CH3:2].Cl.[NH2:12][OH:13]. Product: [OH:13][NH:12][C:8](=[NH:9])[N:6]([CH2:5][C:4]([O:3][CH2:1][CH3:2])=[O:10])[CH3:7]. The catalyst class is: 14. (6) Reactant: [CH3:1][N:2]1[CH:6]=[C:5](B2OC(C)(C)C(C)(C)O2)[CH:4]=[N:3]1.Br[C:17]1[CH:18]=[N:19][C:20]([Cl:25])=[C:21]([CH:24]=1)[C:22]#[N:23].C(=O)([O-])[O-].[K+].[K+].O1CCOCC1.O. Product: [Cl:25][C:20]1[N:19]=[CH:18][C:17]([C:5]2[CH:4]=[N:3][N:2]([CH3:1])[CH:6]=2)=[CH:24][C:21]=1[C:22]#[N:23]. The catalyst class is: 140. (7) Reactant: [CH3:1][O:2][C:3]1[CH:4]=[C:5]([NH:15][C:16]([NH2:18])=[NH:17])[CH:6]=[CH:7][C:8]=1[N:9]1[CH:13]=[C:12]([CH3:14])[N:11]=[CH:10]1.C(=O)([O-])[O-].[K+].[K+].[CH3:25][O:26][CH:27]([C:37]1[CH:42]=[CH:41][CH:40]=[CH:39][CH:38]=1)[C:28]([CH:30]1[C:35](=O)[CH2:34][CH2:33][O:32][CH2:31]1)=O. Product: [CH3:25][O:26][CH:27]([C:37]1[CH:38]=[CH:39][CH:40]=[CH:41][CH:42]=1)[C:28]1[C:30]2[CH2:31][O:32][CH2:33][CH2:34][C:35]=2[N:17]=[C:16]([NH:15][C:5]2[CH:6]=[CH:7][C:8]([N:9]3[CH:13]=[C:12]([CH3:14])[N:11]=[CH:10]3)=[C:3]([O:2][CH3:1])[CH:4]=2)[N:18]=1. The catalyst class is: 8.